Task: Predict which catalyst facilitates the given reaction.. Dataset: Catalyst prediction with 721,799 reactions and 888 catalyst types from USPTO (1) Reactant: Br[C:2]1[CH:7]=[CH:6][C:5]([F:8])=[CH:4][C:3]=1[CH:9]=[CH2:10].[Li]CCCC.CN(C)[CH:18]=[O:19]. Product: [F:8][C:5]1[CH:6]=[CH:7][C:2]([CH:18]=[O:19])=[C:3]([CH:9]=[CH2:10])[CH:4]=1. The catalyst class is: 7. (2) Reactant: C([O:8][C:9]1[CH:14]=[CH:13][C:12]([CH2:15][CH:16]([O:22][C:23]2[CH:28]=[CH:27][CH:26]=[CH:25][CH:24]=2)[C:17]([O:19][CH2:20][CH3:21])=[O:18])=[CH:11][CH:10]=1)C1C=CC=CC=1. Product: [OH:8][C:9]1[CH:10]=[CH:11][C:12]([CH2:15][CH:16]([O:22][C:23]2[CH:24]=[CH:25][CH:26]=[CH:27][CH:28]=2)[C:17]([O:19][CH2:20][CH3:21])=[O:18])=[CH:13][CH:14]=1. The catalyst class is: 45. (3) Reactant: [CH:1]1([C:4]([C:6]2[C:11]([F:12])=[CH:10][C:9]([O:13]CC3C=CC(OC)=CC=3)=[CH:8][C:7]=2[F:23])=[O:5])[CH2:3][CH2:2]1.C(O)(C(F)(F)F)=O. Product: [CH:1]1([C:4]([C:6]2[C:7]([F:23])=[CH:8][C:9]([OH:13])=[CH:10][C:11]=2[F:12])=[O:5])[CH2:2][CH2:3]1. The catalyst class is: 2. (4) Reactant: [Li+].CC([N-]C(C)C)C.[Cl:9][C:10]1[CH:15]=[C:14]([CH3:16])[CH:13]=[CH:12][N:11]=1.[C:17](=O)([O:20]C)[O:18][CH3:19]. Product: [CH3:19][O:18][C:17](=[O:20])[CH2:16][C:14]1[CH:13]=[CH:12][N:11]=[C:10]([Cl:9])[CH:15]=1. The catalyst class is: 1. (5) Reactant: [O:1]=[C:2]1[C:11]2[C:6](=[CH:7][CH:8]=[C:9]([C:12]([OH:14])=[O:13])[CH:10]=2)[N:5]=[CH:4][NH:3]1.Cl.O1CCOC[CH2:17]1. Product: [O:1]=[C:2]1[C:11]2[C:6](=[CH:7][CH:8]=[C:9]([C:12]([O:14][CH3:17])=[O:13])[CH:10]=2)[N:5]=[CH:4][NH:3]1. The catalyst class is: 5. (6) Reactant: C(O)(=O)C1C=CC=CC=1.[CH:10]([NH:13][CH:14]1[CH2:19][CH2:18][N:17]([CH2:20][C:21]2[CH:22]=[N:23][CH:24]=[CH:25][C:26]=2[O:27][CH3:28])[CH2:16][CH2:15]1)([CH3:12])[CH3:11].[CH3:29][O:30][CH:31]([O:39][CH3:40])[CH2:32][CH2:33][CH2:34][CH2:35][CH2:36][CH:37]=O.C(O[BH-](OC(=O)C)OC(=O)C)(=O)C.[Na+]. Product: [CH3:40][O:39][CH:31]([O:30][CH3:29])[CH2:32][CH2:33][CH2:34][CH2:35][CH2:36][CH2:37][N:13]([CH:10]([CH3:12])[CH3:11])[CH:14]1[CH2:15][CH2:16][N:17]([CH2:20][C:21]2[CH:22]=[N:23][CH:24]=[CH:25][C:26]=2[O:27][CH3:28])[CH2:18][CH2:19]1. The catalyst class is: 4. (7) Reactant: [CH3:1][O:2][C:3](=[O:30])[C:4]1[CH:9]=[C:8]([C:10](=[O:26])[C:11]2[CH:16]=[CH:15][C:14]([N:17]([C:19]3[CH:24]=[CH:23][C:22]([Cl:25])=[CH:21][CH:20]=3)[CH3:18])=[CH:13][N:12]=2)[CH:7]=[CH:6][C:5]=1[N:27]=[N+]=[N-]. Product: [CH3:1][O:2][C:3](=[O:30])[C:4]1[CH:9]=[C:8]([C:10](=[O:26])[C:11]2[CH:16]=[CH:15][C:14]([N:17]([C:19]3[CH:24]=[CH:23][C:22]([Cl:25])=[CH:21][CH:20]=3)[CH3:18])=[CH:13][N:12]=2)[CH:7]=[CH:6][C:5]=1[NH2:27]. The catalyst class is: 14.